From a dataset of Forward reaction prediction with 1.9M reactions from USPTO patents (1976-2016). Predict the product of the given reaction. (1) Given the reactants [N+:1]([C:4]1[CH:12]=[CH:11][C:7]([C:8]([NH2:10])=[O:9])=[CH:6][C:5]=1[O:13][CH:14]1[CH2:18][CH2:17][O:16][CH2:15]1)([O-])=O, predict the reaction product. The product is: [NH2:1][C:4]1[CH:12]=[CH:11][C:7]([C:8]([NH2:10])=[O:9])=[CH:6][C:5]=1[O:13][CH:14]1[CH2:18][CH2:17][O:16][CH2:15]1. (2) The product is: [CH3:16][C:15]([CH3:18])([CH3:17])[C:14]([O:1][C:2]1[CH:10]=[CH:9][C:8]([N+:11]([O-:13])=[O:12])=[CH:7][C:3]=1[C:4]([OH:6])=[O:5])=[O:19]. Given the reactants [OH:1][C:2]1[CH:10]=[CH:9][C:8]([N+:11]([O-:13])=[O:12])=[CH:7][C:3]=1[C:4]([OH:6])=[O:5].[C:14](Cl)(=[O:19])[C:15]([CH3:18])([CH3:17])[CH3:16], predict the reaction product. (3) Given the reactants [CH3:1][C@@H:2]([C:5]([N:7]1[C@H:11]([C:12]([OH:14])=[O:13])[CH2:10][CH2:9][CH2:8]1)=[O:6])[CH2:3][SH:4].C(N(CC)C(C)C)(C)C.[Cl:24][CH2:25][CH2:26][CH2:27][CH2:28][O:29][C:30](Cl)=[O:31], predict the reaction product. The product is: [Cl:24][CH2:25][CH2:26][CH2:27][CH2:28][O:29][C:30]([S:4][CH2:3][C@@H:2]([CH3:1])[C:5]([N:7]1[CH2:8][CH2:9][CH2:10][C@H:11]1[C:12]([OH:14])=[O:13])=[O:6])=[O:31]. (4) Given the reactants [F:1][C:2]([F:7])([F:6])[C:3]([OH:5])=[O:4].[F:8][C:9]1[C:14]([N:15]2[CH2:19][C@@H:18]([C:20]([O:22]C(C)(C)C)=[O:21])[N:17]([CH3:27])[C:16]2=[O:28])=[CH:13][CH:12]=[CH:11][N:10]=1, predict the reaction product. The product is: [OH:5][C:3]([C:2]([F:7])([F:6])[F:1])=[O:4].[F:8][C:9]1[C:14]([N:15]2[CH2:19][CH:18]([C:20]([OH:22])=[O:21])[N:17]([CH3:27])[C:16]2=[O:28])=[CH:13][CH:12]=[CH:11][N:10]=1. (5) Given the reactants COC1C=CC(C[O:8][C:9]2[CH:14]=[CH:13][C:12]([C:15](=[O:35])[CH2:16][NH:17][C:18]([C@@:20]3([CH3:34])[CH2:24][O:23][C:22]([CH3:26])([CH3:25])[N:21]3[C:27]([O:29][C:30]([CH3:33])([CH3:32])[CH3:31])=[O:28])=[O:19])=[CH:11][C:10]=2[C:36]([F:39])([F:38])[F:37])=CC=1, predict the reaction product. The product is: [OH:8][C:9]1[CH:14]=[CH:13][C:12]([C:15](=[O:35])[CH2:16][NH:17][C:18]([C@@:20]2([CH3:34])[CH2:24][O:23][C:22]([CH3:26])([CH3:25])[N:21]2[C:27]([O:29][C:30]([CH3:31])([CH3:32])[CH3:33])=[O:28])=[O:19])=[CH:11][C:10]=1[C:36]([F:38])([F:39])[F:37]. (6) Given the reactants [N:1]1[N:2]([C:11]2[CH:16]=[CH:15][C:14]([N:17]3[CH2:21][CH2:20][CH2:19][C:18]3=[O:22])=[CH:13][CH:12]=2)[CH:3]=[C:4]2[CH2:10][CH2:9][NH:8][CH2:7][CH2:6][C:5]=12.[CH3:23][C:24]([CH3:26])=O.C(O[BH-](OC(=O)C)OC(=O)C)(=O)C.[Na+], predict the reaction product. The product is: [CH3:23][CH:24]([N:8]1[CH2:9][CH2:10][C:4]2=[CH:3][N:2]([C:11]3[CH:12]=[CH:13][C:14]([N:17]4[CH2:21][CH2:20][CH2:19][C:18]4=[O:22])=[CH:15][CH:16]=3)[N:1]=[C:5]2[CH2:6][CH2:7]1)[CH3:26]. (7) The product is: [CH3:26][C:27]1[CH:28]=[CH:29][C:30]([CH:33]2[CH2:38][CH2:37][CH2:36][N:35]([C:47]([C:46]3[CH:50]=[CH:51][N:52]=[C:44]([N:39]4[CH2:43][CH2:42][CH2:41][CH2:40]4)[CH:45]=3)=[O:48])[CH2:34]2)=[CH:31][CH:32]=1. Given the reactants FC1C=CC=CC=1C1CCCN(C(C2C=CN=C(N(C)C)C=2)=O)C1.Cl.[CH3:26][C:27]1[CH:32]=[CH:31][C:30]([CH:33]2[CH2:38][CH2:37][CH2:36][NH:35][CH2:34]2)=[CH:29][CH:28]=1.[N:39]1([C:44]2[CH:45]=[C:46]([CH:50]=[CH:51][N:52]=2)[C:47](O)=[O:48])[CH2:43][CH2:42][CH2:41][CH2:40]1, predict the reaction product. (8) Given the reactants [Br:1][C:2](Br)=[CH:3][C:4]1[CH:5]=[CH:6][C:7]([CH2:10][CH2:11][CH3:12])=[N:8][CH:9]=1.CC(C)([O-])C.[K+].C1(C)C=CC=CC=1, predict the reaction product. The product is: [Br:1][C:2]#[C:3][C:4]1[CH:5]=[CH:6][C:7]([CH2:10][CH2:11][CH3:12])=[N:8][CH:9]=1. (9) Given the reactants [F:1][C:2]1[CH:32]=[CH:31][C:5]([CH2:6][NH:7][C:8]([C:10]2[N:11]=[C:12]3[C:28]([CH3:30])([CH3:29])[CH2:27][CH2:26][CH2:25][N:13]3[C:14](=[O:24])[C:15]=2[O:16]CC2C=CC=CC=2)=[O:9])=[C:4]([C:33](=[O:36])[NH:34][CH3:35])[CH:3]=1.FC(F)(F)C(O)=O, predict the reaction product. The product is: [F:1][C:2]1[CH:32]=[CH:31][C:5]([CH2:6][NH:7][C:8]([C:10]2[N:11]=[C:12]3[C:28]([CH3:30])([CH3:29])[CH2:27][CH2:26][CH2:25][N:13]3[C:14](=[O:24])[C:15]=2[OH:16])=[O:9])=[C:4]([C:33](=[O:36])[NH:34][CH3:35])[CH:3]=1. (10) The product is: [Cl:16][CH2:15][C:13]1[N:14]=[C:10]([NH:9][C:7]([NH:6][CH2:5][C:4]2[CH:17]=[CH:18][CH:19]=[C:2]([F:30])[CH:3]=2)=[O:8])[S:11][CH:12]=1. Given the reactants Cl[C:2]1[CH:3]=[C:4]([CH:17]=[CH:18][C:19]=1Cl)[CH2:5][NH:6][C:7]([NH:9][C:10]1[S:11][CH:12]=[C:13]([CH2:15][Cl:16])[N:14]=1)=[O:8].Cl.ClCC1N=C(N)SC=1.[F:30]C1C=C(C=CC=1)CN=C=O, predict the reaction product.